From a dataset of Catalyst prediction with 721,799 reactions and 888 catalyst types from USPTO. Predict which catalyst facilitates the given reaction. Reactant: [F:1][C:2]1[CH:7]=[CH:6][C:5]([N:8]2[C:12]([C:13]3[N:14]=[CH:15][NH:16][CH:17]=3)=[C:11]([CH3:18])[N:10]=[N:9]2)=[CH:4][CH:3]=1.F[C:20]1[CH:25]=[CH:24][C:23]([C:26]([F:29])([F:28])[F:27])=[CH:22][CH:21]=1.C(=O)([O-])[O-].[K+].[K+].Cl. Product: [F:1][C:2]1[CH:7]=[CH:6][C:5]([N:8]2[C:12]([C:13]3[N:14]=[CH:15][N:16]([C:20]4[CH:25]=[CH:24][C:23]([C:26]([F:29])([F:28])[F:27])=[CH:22][CH:21]=4)[CH:17]=3)=[C:11]([CH3:18])[N:10]=[N:9]2)=[CH:4][CH:3]=1. The catalyst class is: 3.